From a dataset of Full USPTO retrosynthesis dataset with 1.9M reactions from patents (1976-2016). Predict the reactants needed to synthesize the given product. (1) The reactants are: [Si:1]([O:8][CH2:9][CH:10]([N:12]1[C:20]2[CH:19]=[CH:18][N:17]=[CH:16][C:15]=2[C:14](I)=[CH:13]1)[CH3:11])([C:4]([CH3:7])([CH3:6])[CH3:5])([CH3:3])[CH3:2].C([Mg]Cl)(C)C.[Br:27][C:28]1[CH:29]=[N:30][CH:31]=[C:32]([CH:39]=1)[C:33](N(OC)C)=[O:34]. Given the product [Br:27][C:28]1[CH:39]=[C:32]([C:33]([C:14]2[C:15]3[CH:16]=[N:17][CH:18]=[CH:19][C:20]=3[N:12]([C@@H:10]([CH3:11])[CH2:9][O:8][Si:1]([C:4]([CH3:7])([CH3:6])[CH3:5])([CH3:3])[CH3:2])[CH:13]=2)=[O:34])[CH:31]=[N:30][CH:29]=1, predict the reactants needed to synthesize it. (2) Given the product [CH2:1]([O:3][C:4](=[O:17])[CH:5]([O:6][CH2:7][CH3:8])[N:9]1[CH:14]=[CH:13][CH:12]=[C:11]([NH:15][S:34]([CH2:33][C:27]2[CH:32]=[CH:31][CH:30]=[CH:29][CH:28]=2)(=[O:36])=[O:35])[C:10]1=[O:16])[CH3:2], predict the reactants needed to synthesize it. The reactants are: [CH2:1]([O:3][C:4](=[O:17])[CH:5]([N:9]1[CH:14]=[CH:13][CH:12]=[C:11]([NH2:15])[C:10]1=[O:16])[O:6][CH2:7][CH3:8])[CH3:2].N1C(C)=CC(C)=CC=1C.[C:27]1([CH2:33][S:34](Cl)(=[O:36])=[O:35])[CH:32]=[CH:31][CH:30]=[CH:29][CH:28]=1. (3) The reactants are: [Cl:1][C:2]1[CH:7]=[C:6]([C:8]2[CH2:9][C:10]([C:17]3[CH:22]=[C:21]([Cl:23])[CH:20]=[C:19]([Cl:24])[CH:18]=3)([C:13]([F:16])([F:15])[F:14])[O:11][CH:12]=2)[CH:5]=[CH:4][C:3]=1[CH2:25][NH2:26].C(=O)([O-])[O-].[K+].[K+].[CH:33]1([C:36](Cl)=[O:37])[CH2:35][CH2:34]1. Given the product [Cl:1][C:2]1[CH:7]=[C:6]([C:8]2[CH2:9][C:10]([C:17]3[CH:22]=[C:21]([Cl:23])[CH:20]=[C:19]([Cl:24])[CH:18]=3)([C:13]([F:14])([F:15])[F:16])[O:11][CH:12]=2)[CH:5]=[CH:4][C:3]=1[CH2:25][NH:26][C:36]([CH:33]1[CH2:35][CH2:34]1)=[O:37], predict the reactants needed to synthesize it.